From a dataset of Full USPTO retrosynthesis dataset with 1.9M reactions from patents (1976-2016). Predict the reactants needed to synthesize the given product. (1) Given the product [NH2:1][C:2]1[C:3]([F:19])=[C:4]([C:11]2[CH:16]=[CH:15][C:14]([F:17])=[CH:13][C:12]=2[F:18])[C:5]([Br:27])=[CH:6][C:7]=1[C:8]([OH:10])=[O:9], predict the reactants needed to synthesize it. The reactants are: [NH2:1][C:2]1[C:3]([F:19])=[C:4]([C:11]2[CH:16]=[CH:15][C:14]([F:17])=[CH:13][C:12]=2[F:18])[CH:5]=[CH:6][C:7]=1[C:8]([OH:10])=[O:9].C1C(=O)N([Br:27])C(=O)C1. (2) Given the product [OH:10][CH:9]1[CH:5]2[CH2:6][N:7]([C:11]([O:13][C:14]([CH3:17])([CH3:16])[CH3:15])=[O:12])[CH2:8][CH:1]1[CH2:2][O:3][CH2:4]2, predict the reactants needed to synthesize it. The reactants are: [CH:1]12[CH:9]([OH:10])[CH:5]([CH2:6][NH:7][CH2:8]1)[CH2:4][O:3][CH2:2]2.[C:11](O[C:11]([O:13][C:14]([CH3:17])([CH3:16])[CH3:15])=[O:12])([O:13][C:14]([CH3:17])([CH3:16])[CH3:15])=[O:12].